Dataset: Forward reaction prediction with 1.9M reactions from USPTO patents (1976-2016). Task: Predict the product of the given reaction. (1) Given the reactants [C:1]([C:3]1([C:8]2[CH:13]=[CH:12][C:11]([NH:14][C:15](=[O:25])[C:16]3[CH:21]=[CH:20][C:19]([OH:22])=[C:18]([O:23][CH3:24])[CH:17]=3)=[CH:10][CH:9]=2)[CH2:7][CH2:6][CH2:5][CH2:4]1)#[N:2].C([O-])([O-])=O.[K+].[K+].I[CH:33]([CH3:35])[CH3:34], predict the reaction product. The product is: [C:1]([C:3]1([C:8]2[CH:9]=[CH:10][C:11]([NH:14][C:15](=[O:25])[C:16]3[CH:21]=[CH:20][C:19]([O:22][CH:33]([CH3:35])[CH3:34])=[C:18]([O:23][CH3:24])[CH:17]=3)=[CH:12][CH:13]=2)[CH2:4][CH2:5][CH2:6][CH2:7]1)#[N:2]. (2) Given the reactants [F:1][CH2:2][CH2:3][N:4]1[CH2:9][CH2:8][N:7]([C:10]2[CH:11]=[C:12]([OH:16])[CH:13]=[CH:14][CH:15]=2)[CH2:6][CH2:5]1.O=P(Cl)(Cl)Cl.CN([CH:25]=[O:26])C, predict the reaction product. The product is: [F:1][CH2:2][CH2:3][N:4]1[CH2:5][CH2:6][N:7]([C:10]2[CH:15]=[CH:14][C:13]([CH:25]=[O:26])=[C:12]([OH:16])[CH:11]=2)[CH2:8][CH2:9]1.